From a dataset of Reaction yield outcomes from USPTO patents with 853,638 reactions. Predict the reaction yield, written as a fraction of the theoretical maximum amount of product (1.0 means a 100% yield; for example, 0.34 means a 34% yield). The reactants are [N+:1]([C:4]1[CH:16]=[CH:15][C:7]([CH2:8][C:9]2[CH:14]=[CH:13][N:12]=[CH:11][CH:10]=2)=[CH:6][CH:5]=1)([O-])=O. The catalyst is CCO.[Pd]. The product is [N:12]1[CH:13]=[CH:14][C:9]([CH2:8][C:7]2[CH:6]=[CH:5][C:4]([NH2:1])=[CH:16][CH:15]=2)=[CH:10][CH:11]=1. The yield is 0.900.